From a dataset of Forward reaction prediction with 1.9M reactions from USPTO patents (1976-2016). Predict the product of the given reaction. (1) Given the reactants FC(F)(F)S([O:6][S:7]([C:10]([F:13])([F:12])[F:11])(=[O:9])=[O:8])(=O)=O.[Cl:16][C:17]1[CH:22]=[C:21](O)[CH:20]=[CH:19][C:18]=1[CH:24]([CH3:43])[C:25]([C:31]1[CH:42]=[CH:41][C:34]2[N:35]([CH3:40])[C:36](=[O:39])[CH2:37][O:38][C:33]=2[CH:32]=1)([OH:30])[C:26]([F:29])([F:28])[F:27].C(N(CC)CC)C.C(O)(=O)CC(CC(O)=O)(C(O)=O)O, predict the reaction product. The product is: [Cl:16][C:17]1[CH:22]=[C:21]([O:6][S:7]([C:10]([F:11])([F:12])[F:13])(=[O:8])=[O:9])[CH:20]=[CH:19][C:18]=1[CH:24]([CH3:43])[C:25]([OH:30])([C:31]1[CH:42]=[CH:41][C:34]2[N:35]([CH3:40])[C:36](=[O:39])[CH2:37][O:38][C:33]=2[CH:32]=1)[C:26]([F:28])([F:29])[F:27]. (2) Given the reactants [N+:1]([C:4]1[CH:8]=[N:7][NH:6][N:5]=1)([O-:3])=[O:2].[CH3:9][CH2:10][N:11](C(C)C)[CH:12]([CH3:14])[CH3:13].[OH2:18].C[C:20](=O)[O:21]CC, predict the reaction product. The product is: [CH3:20][O:21][CH2:9][C:10]1[O:18][CH:13]=[C:12]([CH2:14][N:6]2[N:5]=[C:4]([N+:1]([O-:3])=[O:2])[CH:8]=[N:7]2)[N:11]=1. (3) Given the reactants [CH3:1][O-:2].[Na+].[Br:4][C:5]1[CH:10]=[CH:9][C:8]([C:11]2[N:12]=[CH:13][S:14][CH:15]=2)=[CH:7][C:6]=1[Cl:16], predict the reaction product. The product is: [Br:4][C:5]1[CH:10]=[CH:9][C:8]([C:11]2[N:12]=[C:13]([O:2][CH3:1])[S:14][CH:15]=2)=[CH:7][C:6]=1[Cl:16]. (4) Given the reactants C(O[C:4]([C:6]1[N:7]=[C:8]([C:15]2[C:20]([F:21])=[CH:19][CH:18]=[CH:17][C:16]=2[F:22])[N:9]([CH3:14])[C:10](=[O:13])[C:11]=1[OH:12])=[O:5])C.[F:23][C:24]1[CH:25]=[C:26]([CH:29]=[CH:30][C:31]=1[F:32])[CH2:27][NH2:28], predict the reaction product. The product is: [F:23][C:24]1[CH:25]=[C:26]([CH:29]=[CH:30][C:31]=1[F:32])[CH2:27][NH:28][C:4]([C:6]1[N:7]=[C:8]([C:15]2[C:16]([F:22])=[CH:17][CH:18]=[CH:19][C:20]=2[F:21])[N:9]([CH3:14])[C:10](=[O:13])[C:11]=1[OH:12])=[O:5]. (5) Given the reactants [F:1][C:2]([F:14])([F:13])[C:3]1[CH:8]=[CH:7][C:6]([CH2:9][CH2:10][CH2:11][OH:12])=[CH:5][CH:4]=1.[Cr](Cl)([O-])(=O)=O.[NH+]1C=CC=CC=1, predict the reaction product. The product is: [F:1][C:2]([F:13])([F:14])[C:3]1[CH:4]=[CH:5][C:6]([CH2:9][CH2:10][CH:11]=[O:12])=[CH:7][CH:8]=1. (6) Given the reactants [S:1]1[CH:5]=[C:4]([C:6](=O)[CH2:7][NH:8][C:9]([C:11]2[S:12][C:13]3[C:19]([N:20]4[CH2:25][CH2:24][O:23][CH2:22][CH2:21]4)=[CH:18][CH:17]=[C:16]([O:26][CH3:27])[C:14]=3[N:15]=2)=O)[C:3]2[CH:29]=[CH:30][CH:31]=[CH:32][C:2]1=2.FC(F)(F)C([O-])=O.[NH4+:40], predict the reaction product. The product is: [S:1]1[CH:5]=[C:4]([C:6]2[NH:40][C:9]([C:11]3[S:12][C:13]4[C:19]([N:20]5[CH2:25][CH2:24][O:23][CH2:22][CH2:21]5)=[CH:18][CH:17]=[C:16]([O:26][CH3:27])[C:14]=4[N:15]=3)=[N:8][CH:7]=2)[C:3]2[CH:29]=[CH:30][CH:31]=[CH:32][C:2]1=2.